From a dataset of Full USPTO retrosynthesis dataset with 1.9M reactions from patents (1976-2016). Predict the reactants needed to synthesize the given product. (1) The reactants are: Br[C:2]1[CH:24]=[CH:23][C:5]([CH2:6][N:7]2[C:12]3[C:13]4[CH:19]=[CH:18][CH:17]=[CH:16][C:14]=4[S:15][C:11]=3[C:10](=[O:20])[N:9]([OH:21])[C:8]2=[O:22])=[CH:4][CH:3]=1.[C:25]([C:28]1[CH:33]=[CH:32][C:31](B(O)O)=[CH:30][CH:29]=1)(=[O:27])[CH3:26]. Given the product [C:25]([C:28]1[CH:33]=[CH:32][C:31]([C:2]2[CH:3]=[CH:4][C:5]([CH2:6][N:7]3[C:12]4[C:13]5[CH:19]=[CH:18][CH:17]=[CH:16][C:14]=5[S:15][C:11]=4[C:10](=[O:20])[N:9]([OH:21])[C:8]3=[O:22])=[CH:23][CH:24]=2)=[CH:30][CH:29]=1)(=[O:27])[CH3:26], predict the reactants needed to synthesize it. (2) Given the product [CH2:17]([O:16][CH:5]([CH2:6][C:7]1[CH:8]=[C:9]2[C:13](=[CH:14][CH:15]=1)[N:12]([CH2:21][C:22]1[N:23]=[C:24]([C:28]3[CH:33]=[CH:32][C:31]([F:34])=[CH:30][CH:29]=3)[O:25][C:26]=1[CH3:27])[CH:11]=[CH:10]2)[C:4]([OH:3])=[O:19])[CH3:18], predict the reactants needed to synthesize it. The reactants are: C([O:3][C:4](=[O:19])[CH:5]([O:16][CH2:17][CH3:18])[CH2:6][C:7]1[CH:8]=[C:9]2[C:13](=[CH:14][CH:15]=1)[NH:12][CH:11]=[CH:10]2)C.Cl[CH2:21][C:22]1[N:23]=[C:24]([C:28]2[CH:33]=[CH:32][C:31]([F:34])=[CH:30][CH:29]=2)[O:25][C:26]=1[CH3:27].